This data is from Full USPTO retrosynthesis dataset with 1.9M reactions from patents (1976-2016). The task is: Predict the reactants needed to synthesize the given product. Given the product [C:5]([C:4]1[CH:7]=[CH:8][C:9]([CH:10]2[N:15]([CH3:16])[C:14](=[O:17])[N:13]([C:18]3[CH:23]=[CH:22][CH:21]=[C:20]([C:24]([F:27])([F:26])[F:25])[CH:19]=3)[C:12]3[CH2:28][CH2:29][N:30]([CH3:33])[C:31](=[O:32])[C:11]2=3)=[C:2]([CH:3]=1)[C:34]([O:37][CH3:41])=[O:36])#[N:6], predict the reactants needed to synthesize it. The reactants are: Br[C:2]1[CH:3]=[C:4]([CH:7]=[CH:8][C:9]=1[CH:10]1[N:15]([CH3:16])[C:14](=[O:17])[N:13]([C:18]2[CH:23]=[CH:22][CH:21]=[C:20]([C:24]([F:27])([F:26])[F:25])[CH:19]=2)[C:12]2[CH2:28][CH2:29][N:30]([CH3:33])[C:31](=[O:32])[C:11]1=2)[C:5]#[N:6].[C:34]([O-:37])(=[O:36])C.[Na+].[C]=O.[CH3:41]O.